From a dataset of Forward reaction prediction with 1.9M reactions from USPTO patents (1976-2016). Predict the product of the given reaction. (1) Given the reactants IC.[C:3]1([C@:9]2([CH2:21][NH:22][S:23]([C:26]3[CH:31]=[CH:30][CH:29]=[CH:28][CH:27]=3)(=[O:25])=[O:24])[CH2:11][C@H:10]2[CH2:12][O:13][CH2:14][C:15]2[CH:20]=[CH:19][CH:18]=[CH:17][CH:16]=2)[CH:8]=[CH:7][CH:6]=[CH:5][CH:4]=1.[C:32](=O)([O-])[O-].[K+].[K+], predict the reaction product. The product is: [CH3:32][N:22]([CH2:21][C@@:9]1([C:3]2[CH:8]=[CH:7][CH:6]=[CH:5][CH:4]=2)[CH2:11][C@H:10]1[CH2:12][O:13][CH2:14][C:15]1[CH:16]=[CH:17][CH:18]=[CH:19][CH:20]=1)[S:23]([C:26]1[CH:31]=[CH:30][CH:29]=[CH:28][CH:27]=1)(=[O:25])=[O:24]. (2) The product is: [Cl:14][C:11]1[CH:12]=[C:13]2[C:8](=[CH:9][C:10]=1[C:15]([F:16])([F:17])[F:18])[NH:7][C:6](=[O:19])[C:26]2([OH:25])[C:32]1[CH:37]=[CH:36][CH:35]=[CH:34][C:33]=1[O:38][C:39]([F:40])([F:41])[F:42]. Given the reactants C(O[C:6](=[O:19])[NH:7][C:8]1[CH:13]=[CH:12][C:11]([Cl:14])=[C:10]([C:15]([F:18])([F:17])[F:16])[CH:9]=1)(C)(C)C.C([Li])(C)(C)C.[O:25]=[C:26]([C:32]1[CH:37]=[CH:36][CH:35]=[CH:34][C:33]=1[O:38][C:39]([F:42])([F:41])[F:40])C(OCC)=O.[NH4+].[Cl-], predict the reaction product. (3) Given the reactants [CH3:1][O:2][C:3]([C:5]1[CH:6]=[C:7]([N:11]=[C:12]=[S:13])[CH:8]=[CH:9][CH:10]=1)=[O:4].C(OC)(=O)C[SH:16].C(N(CC)CC)C.[CH3:27][CH2:28][O:29]C(C)=O.CCCCCC, predict the reaction product. The product is: [CH3:1][O:2][C:3]([C:5]1[CH:6]=[C:7]([N:11]2[C:28](=[O:29])[CH2:27][S:13][C:12]2=[S:16])[CH:8]=[CH:9][CH:10]=1)=[O:4]. (4) Given the reactants Cl[C:2]1[CH:11]=[CH:10][N:9]=[C:8]2[C:3]=1[CH:4]=[CH:5][C:6]([CH3:12])=[N:7]2.[NH2:13][C:14]1[CH:19]=[C:18]([O:20][CH2:21][C:22]2[CH:27]=[CH:26][CH:25]=[C:24]([N+:28]([O-:30])=[O:29])[CH:23]=2)[CH:17]=[CH:16][C:15]=1[S:31][C:32]1[CH:37]=[CH:36][C:35]([NH:38][C:39](=[O:41])[CH3:40])=[CH:34][CH:33]=1, predict the reaction product. The product is: [CH3:12][C:6]1[N:7]=[C:8]2[C:3]([C:2]([NH:13][C:14]3[CH:19]=[C:18]([O:20][CH2:21][C:22]4[CH:27]=[CH:26][CH:25]=[C:24]([N+:28]([O-:30])=[O:29])[CH:23]=4)[CH:17]=[CH:16][C:15]=3[S:31][C:32]3[CH:37]=[CH:36][C:35]([NH:38][C:39](=[O:41])[CH3:40])=[CH:34][CH:33]=3)=[CH:11][CH:10]=[N:9]2)=[CH:4][CH:5]=1. (5) The product is: [NH2:16][C:4]1[N:3]=[C:2]([NH:17][CH2:18][CH:19]2[CH2:24][CH2:23][N:22]([C:25]([O:27][C:28]([CH3:31])([CH3:30])[CH3:29])=[O:26])[CH2:21][CH2:20]2)[CH:7]=[C:6]([C:8]2[CH:13]=[CH:12][CH:11]=[C:10]([CH3:14])[C:9]=2[CH3:15])[N:5]=1. Given the reactants Cl[C:2]1[CH:7]=[C:6]([C:8]2[CH:13]=[CH:12][CH:11]=[C:10]([CH3:14])[C:9]=2[CH3:15])[N:5]=[C:4]([NH2:16])[N:3]=1.[NH2:17][CH2:18][CH:19]1[CH2:24][CH2:23][N:22]([C:25]([O:27][C:28]([CH3:31])([CH3:30])[CH3:29])=[O:26])[CH2:21][CH2:20]1.CCN(C(C)C)C(C)C, predict the reaction product. (6) The product is: [NH2:14][C:13]1[CH:15]=[CH:16][N:9]([C:21]2[CH:22]=[CH:23][C:18]([F:17])=[CH:19][CH:20]=2)[C:10](=[O:11])[N:12]=1. Given the reactants CN(CCN(C)C)C.[NH:9]1[CH:16]=[CH:15][C:13]([NH2:14])=[N:12][C:10]1=[O:11].[F:17][C:18]1[CH:23]=[CH:22][C:21](B(O)O)=[CH:20][CH:19]=1, predict the reaction product. (7) The product is: [O:11]=[C:12]1[CH2:16][CH2:15][N:14]([C:17]([O:19][C:20]([CH3:23])([CH3:22])[CH3:21])=[O:18])[CH2:13]1. Given the reactants C(Cl)(=O)C(Cl)=O.CS(C)=O.[OH:11][CH:12]1[CH2:16][CH2:15][N:14]([C:17]([O:19][C:20]([CH3:23])([CH3:22])[CH3:21])=[O:18])[CH2:13]1.C(N(CC)CC)C, predict the reaction product.